Task: Predict the product of the given reaction.. Dataset: Forward reaction prediction with 1.9M reactions from USPTO patents (1976-2016) (1) Given the reactants [CH2:1]([O:3][C:4]([C:6]1[S:10][C:9]([CH3:11])=[N:8][CH:7]=1)=[O:5])[CH3:2].C(OC(=O)C)(=O)C.C(O)(=O)C.[CH3:23][C:24]1[O:28][N:27]=[C:26]([C:29]2[CH:34]=[CH:33][CH:32]=[CH:31][CH:30]=2)[C:25]=1[CH:35]=O, predict the reaction product. The product is: [CH2:1]([O:3][C:4]([C:6]1[S:10][C:9](/[CH:11]=[CH:35]/[C:25]2[C:26]([C:29]3[CH:34]=[CH:33][CH:32]=[CH:31][CH:30]=3)=[N:27][O:28][C:24]=2[CH3:23])=[N:8][CH:7]=1)=[O:5])[CH3:2]. (2) Given the reactants [Cl:1][C:2]1[CH:24]=[CH:23][CH:22]=[C:21]([F:25])[C:3]=1[CH2:4][N:5]1[C:13]2[C:8](=[CH:9][CH:10]=[C:11]([C:14]([F:19])([F:18])[C:15]([OH:17])=O)[CH:12]=2)[C:7]([CH3:20])=[N:6]1.[C:26]([O:30][C:31]([CH3:34])([CH3:33])[CH3:32])(=[O:29])[NH:27][NH2:28].O.ON1C2C=CC=CC=2N=N1.Cl.CN(C)CCCN=C=NCC, predict the reaction product. The product is: [Cl:1][C:2]1[CH:24]=[CH:23][CH:22]=[C:21]([F:25])[C:3]=1[CH2:4][N:5]1[C:13]2[C:8](=[CH:9][CH:10]=[C:11]([C:14]([F:19])([F:18])[C:15]([NH:28][NH:27][C:26]([O:30][C:31]([CH3:34])([CH3:33])[CH3:32])=[O:29])=[O:17])[CH:12]=2)[C:7]([CH3:20])=[N:6]1.